Predict the product of the given reaction. From a dataset of Forward reaction prediction with 1.9M reactions from USPTO patents (1976-2016). (1) Given the reactants [NH2:1][C:2]([NH2:4])=[S:3].C[O-].[Na+:7].CN(C)/[CH:10]=[CH:11]/[C:12](=O)[CH:13]([O:16][CH3:17])[O:14][CH3:15], predict the reaction product. The product is: [CH3:15][O:14][CH:13]([O:16][CH3:17])[C:12]1[CH:11]=[CH:10][N:4]=[C:2]([S-:3])[N:1]=1.[Na+:7]. (2) Given the reactants [C:1]1([S:7]([C:10]2[CH:15]=[CH:14][C:13]([NH2:16])=[CH:12][CH:11]=2)(=[O:9])=[O:8])[CH:6]=[CH:5][CH:4]=[CH:3][CH:2]=1.[N:17]([O-])=O.[Na+].O.O.[Sn](Cl)Cl.[OH-].[Na+], predict the reaction product. The product is: [C:1]1([S:7]([C:10]2[CH:11]=[CH:12][C:13]([NH:16][NH2:17])=[CH:14][CH:15]=2)(=[O:8])=[O:9])[CH:6]=[CH:5][CH:4]=[CH:3][CH:2]=1.